From a dataset of Catalyst prediction with 721,799 reactions and 888 catalyst types from USPTO. Predict which catalyst facilitates the given reaction. Reactant: [O:1]=[C:2]1[C:11]2[C:10]([CH2:12][CH2:13][C:14]([OH:16])=O)=[CH:9][NH:8][C:7]=2[CH2:6][CH2:5][CH2:4][CH2:3]1.[C:17](N1C=CN=C1)([N:19]1C=CN=[CH:20]1)=O.CNC.O. Product: [CH3:17][N:19]([CH3:20])[C:14](=[O:16])[CH2:13][CH2:12][C:10]1[C:11]2[C:2](=[O:1])[CH2:3][CH2:4][CH2:5][CH2:6][C:7]=2[NH:8][CH:9]=1. The catalyst class is: 7.